This data is from Reaction yield outcomes from USPTO patents with 853,638 reactions. The task is: Predict the reaction yield, written as a fraction of the theoretical maximum amount of product (1.0 means a 100% yield; for example, 0.34 means a 34% yield). (1) The reactants are Br[CH2:2][CH2:3][CH2:4][CH2:5][C:6]([O:8][CH3:9])=[O:7].[N-:10]=[N+:11]=[N-:12].[Na+].O. The catalyst is CO. The product is [N:10]([CH2:2][CH2:3][CH2:4][CH2:5][C:6]([O:8][CH3:9])=[O:7])=[N+:11]=[N-:12]. The yield is 0.997. (2) The reactants are [CH3:1][O:2][C:3]1[CH:4]=[CH:5][C:6]2[NH:7][C:8](=O)[C:9]3[N:10]([CH:13]=[N:14][C:15]=3[CH3:16])[C:11]=2[N:12]=1.O=P(Cl)(Cl)[Cl:20]. No catalyst specified. The product is [Cl:20][C:8]1[C:9]2[N:10]([CH:13]=[N:14][C:15]=2[CH3:16])[C:11]2[N:12]=[C:3]([O:2][CH3:1])[CH:4]=[CH:5][C:6]=2[N:7]=1. The yield is 0.200.